Task: Predict the reactants needed to synthesize the given product.. Dataset: Full USPTO retrosynthesis dataset with 1.9M reactions from patents (1976-2016) (1) Given the product [C:16]([O:15][C@@H:13]([C:10]1[N:11]=[N:12][N:8]([C:4]2[CH:5]=[CH:6][CH:7]=[C:2]([Cl:1])[CH:3]=2)[N:9]=1)[CH3:14])(=[O:18])[CH3:17], predict the reactants needed to synthesize it. The reactants are: [Cl:1][C:2]1[CH:3]=[C:4]([N:8]2[N:12]=[N:11][C:10]([CH:13]([OH:15])[CH3:14])=[N:9]2)[CH:5]=[CH:6][CH:7]=1.[C:16](OC=C)(=[O:18])[CH3:17].C(CC([O-])=O)=C. (2) Given the product [CH2:1]([N:5]([CH3:24])[C:6]([C:8]1[CH:13]=[C:12]([C:14]2[CH:19]=[CH:18][C:17]([CH3:20])=[CH:16][CH:15]=2)[CH:11]=[C:10]([C:21]([NH:56][CH2:55][C:52]2[CH:51]=[N:50][C:49]([CH3:48])=[N:54][CH:53]=2)=[O:22])[CH:9]=1)=[O:7])[CH:2]([CH3:4])[CH3:3], predict the reactants needed to synthesize it. The reactants are: [CH2:1]([N:5]([CH3:24])[C:6]([C:8]1[CH:9]=[C:10]([C:21](O)=[O:22])[CH:11]=[C:12]([C:14]2[CH:19]=[CH:18][C:17]([CH3:20])=[CH:16][CH:15]=2)[CH:13]=1)=[O:7])[CH:2]([CH3:4])[CH3:3].Cl.CN(C)CCCN=C=NCC.O.ON1C2C=CC=CC=2N=N1.[CH3:48][C:49]1[N:54]=[CH:53][C:52]([CH2:55][NH2:56])=[CH:51][N:50]=1.C(N(CC)C(C)C)(C)C. (3) Given the product [C:1]([O:5][C:6](=[O:28])[NH:7][C:8]1[O:9][CH2:10][C@@:11]2([N:27]=1)[C:20]1([CH2:23][O:22][CH2:21]1)[C:19]([CH3:25])([CH3:24])[O:18][C:17]1[C:12]2=[CH:13][C:14]([NH:26][C:36]([C:33]2[CH:32]=[CH:31][C:30]([Cl:29])=[CH:35][N:34]=2)=[O:37])=[CH:15][CH:16]=1)([CH3:4])([CH3:2])[CH3:3], predict the reactants needed to synthesize it. The reactants are: [C:1]([O:5][C:6](=[O:28])[NH:7][C:8]1[O:9][CH2:10][C@@:11]2([N:27]=1)[C:20]1([CH2:23][O:22][CH2:21]1)[C:19]([CH3:25])([CH3:24])[O:18][C:17]1[C:12]2=[CH:13][C:14]([NH2:26])=[CH:15][CH:16]=1)([CH3:4])([CH3:3])[CH3:2].[Cl:29][C:30]1[CH:31]=[CH:32][C:33]([C:36](O)=[O:37])=[N:34][CH:35]=1.Cl.CN(C)CCCN=C=NCC.ON1C2C=CC=CC=2N=N1.C(N(CC)C(C)C)(C)C.